From a dataset of Full USPTO retrosynthesis dataset with 1.9M reactions from patents (1976-2016). Predict the reactants needed to synthesize the given product. (1) The reactants are: [CH3:1][O:2][C:3]1[C:12]([O:13][CH3:14])=[CH:11][C:10]2[C:5](=[CH:6][CH:7]=[CH:8][CH:9]=2)[CH:4]=1.[C:15](Cl)(=[O:19])[CH:16]([CH3:18])[CH3:17].[Cl-].[Al+3].[Cl-].[Cl-]. Given the product [CH3:14][O:13][C:12]1[CH:11]=[C:10]2[C:5](=[CH:4][C:3]=1[O:2][CH3:1])[CH:6]=[C:7]([C:15](=[O:19])[CH:16]([CH3:18])[CH3:17])[CH:8]=[CH:9]2, predict the reactants needed to synthesize it. (2) Given the product [NH2:1][C:4]1[CH:5]=[C:6]([CH2:10][CH2:11][OH:12])[CH:7]=[CH:8][CH:9]=1, predict the reactants needed to synthesize it. The reactants are: [N+:1]([C:4]1[CH:5]=[C:6]([CH2:10][CH2:11][OH:12])[CH:7]=[CH:8][CH:9]=1)([O-])=O. (3) Given the product [CH3:30][N:31]([CH3:33])/[CH:32]=[CH:2]/[C:1]([C:4]1[CH:9]=[CH:8][C:7]([N:10]2[CH2:15][C@@H:14]3[CH2:16][C@H:11]2[CH2:12][N:13]3[C:17]([O:19][C:20]([CH3:23])([CH3:22])[CH3:21])=[O:18])=[CH:6][C:5]=1[Cl:24])=[O:3], predict the reactants needed to synthesize it. The reactants are: [C:1]([C:4]1[CH:9]=[CH:8][C:7]([N:10]2[CH2:15][C@@H:14]3[CH2:16][C@H:11]2[CH2:12][N:13]3[C:17]([O:19][C:20]([CH3:23])([CH3:22])[CH3:21])=[O:18])=[CH:6][C:5]=1[Cl:24])(=[O:3])[CH3:2].C(O[CH:30](N(C)C)[N:31]([CH3:33])[CH3:32])(C)(C)C. (4) Given the product [ClH:4].[ClH:4].[ClH:4].[O:34]1[CH2:33][CH2:32][N:31]([CH2:30][CH2:29][O:28][C:25]2[CH:26]=[CH:27][C:22]([C:19]3[CH:18]=[CH:17][C:16]([CH2:15][C:13]([NH:12][CH2:11][C:8]4[CH:9]=[CH:10][CH:5]=[CH:6][CH:7]=4)=[O:14])=[N:21][CH:20]=3)=[CH:23][CH:24]=2)[CH2:36][CH2:35]1, predict the reactants needed to synthesize it. The reactants are: C([Cl:4])(=O)C.[CH:5]1[CH:6]=[CH:7][C:8]([CH2:11][NH:12][C:13]([CH2:15][C:16]2[CH:17]=[CH:18][C:19]([C:22]3[CH:23]=[CH:24][C:25]([O:28][CH2:29][CH2:30][N:31]4[CH2:36][CH2:35][O:34][CH2:33][CH2:32]4)=[CH:26][CH:27]=3)=[CH:20][N:21]=2)=[O:14])=[CH:9][CH:10]=1. (5) Given the product [C:1]1(=[N:13][O:14][C:16]2[N:18]=[C:19]([O:14][N:13]=[C:1]3[CH2:12][CH2:11][CH2:10][CH2:9][CH2:8][CH2:7][CH2:6][CH2:5][CH2:4][CH2:3][CH2:2]3)[N:21]=[C:22]([O:14][N:13]=[C:1]3[CH2:12][CH2:11][CH2:10][CH2:9][CH2:8][CH2:7][CH2:6][CH2:5][CH2:4][CH2:3][CH2:2]3)[N:15]=2)[CH2:12][CH2:11][CH2:10][CH2:9][CH2:8][CH2:7][CH2:6][CH2:5][CH2:4][CH2:3][CH2:2]1, predict the reactants needed to synthesize it. The reactants are: [C:1]1(=[N:13][OH:14])[CH2:12][CH2:11][CH2:10][CH2:9][CH2:8][CH2:7][CH2:6][CH2:5][CH2:4][CH2:3][CH2:2]1.[N:15]1[C:22](Cl)=[N:21][C:19](Cl)=[N:18][C:16]=1Cl. (6) Given the product [Cl:8][C:9]1[N:10]=[C:11]([O:7][CH:3]2[CH2:6][CH2:5][CH2:4]2)[C:12]2[C:17]([I:18])=[CH:16][N:15]([CH2:19][O:20][CH2:21][CH2:22][Si:23]([CH3:26])([CH3:25])[CH3:24])[C:13]=2[N:14]=1, predict the reactants needed to synthesize it. The reactants are: [H-].[Na+].[CH:3]1([OH:7])[CH2:6][CH2:5][CH2:4]1.[Cl:8][C:9]1[N:10]=[C:11](Cl)[C:12]2[C:17]([I:18])=[CH:16][N:15]([CH2:19][O:20][CH2:21][CH2:22][Si:23]([CH3:26])([CH3:25])[CH3:24])[C:13]=2[N:14]=1.